Dataset: Tox21: 12 toxicity assays (nuclear receptors and stress response pathways). Task: Binary classification across 12 toxicity assays. (1) The molecule is Oc1ccc(-c2ccccc2)cc1. It tested positive (active) for: NR-ER (Estrogen Receptor agonist activity), NR-ER-LBD (Estrogen Receptor Ligand Binding Domain agonist), SR-ARE (Antioxidant Response Element (oxidative stress)), and SR-ATAD5 (ATAD5 genotoxicity (DNA damage)). (2) The molecule is CC(=O)O[C@]1(C(C)=O)CC[C@H]2[C@@H]3C[C@H](C)C4=CC(=O)CC[C@]4(C)[C@H]3CC[C@@]21C. It tested positive (active) for: NR-AR (Androgen Receptor agonist activity), NR-AR-LBD (Androgen Receptor Ligand Binding Domain agonist), and SR-ARE (Antioxidant Response Element (oxidative stress)). (3) The compound is CCC(C)(C)C(=O)OC1=C(c2cc(Cl)cc(Cl)c2)C(=O)OC12CCCCC2. It tested positive (active) for: NR-ER (Estrogen Receptor agonist activity), NR-PPAR-gamma (PPAR-gamma nuclear receptor agonist), SR-ARE (Antioxidant Response Element (oxidative stress)), SR-MMP (Mitochondrial Membrane Potential disruption), and SR-p53 (p53 tumor suppressor activation). (4) The compound is CC(C)CCOC(=O)C=Cc1ccccc1. It tested positive (active) for: NR-ER (Estrogen Receptor agonist activity).